This data is from NCI-60 drug combinations with 297,098 pairs across 59 cell lines. The task is: Regression. Given two drug SMILES strings and cell line genomic features, predict the synergy score measuring deviation from expected non-interaction effect. (1) Drug 1: C1=C(C(=O)NC(=O)N1)N(CCCl)CCCl. Drug 2: CCN(CC)CCNC(=O)C1=C(NC(=C1C)C=C2C3=C(C=CC(=C3)F)NC2=O)C. Cell line: UACC-257. Synergy scores: CSS=-3.57, Synergy_ZIP=-3.02, Synergy_Bliss=-6.98, Synergy_Loewe=-8.56, Synergy_HSA=-8.42. (2) Drug 1: CC(CN1CC(=O)NC(=O)C1)N2CC(=O)NC(=O)C2. Drug 2: C1CN1P(=S)(N2CC2)N3CC3. Cell line: BT-549. Synergy scores: CSS=5.45, Synergy_ZIP=-6.26, Synergy_Bliss=-2.10, Synergy_Loewe=-1.05, Synergy_HSA=0.0849.